This data is from Human liver microsome stability data. The task is: Regression/Classification. Given a drug SMILES string, predict its absorption, distribution, metabolism, or excretion properties. Task type varies by dataset: regression for continuous measurements (e.g., permeability, clearance, half-life) or binary classification for categorical outcomes (e.g., BBB penetration, CYP inhibition). Dataset: hlm. (1) The compound is N#Cc1ccc2c([C@@H](CC(F)(F)F)c3cccs3)c(-c3ccccc3)[nH]c2c1. The result is 0 (unstable in human liver microsomes). (2) The compound is CCOc1cc(C)cc(C(=O)NNS(=O)(=O)c2ccccc2F)c1. The result is 1 (stable in human liver microsomes).